From a dataset of Peptide-MHC class I binding affinity with 185,985 pairs from IEDB/IMGT. Regression. Given a peptide amino acid sequence and an MHC pseudo amino acid sequence, predict their binding affinity value. This is MHC class I binding data. (1) The peptide sequence is RMILPMSRAFR. The MHC is HLA-B18:01 with pseudo-sequence HLA-B18:01. The binding affinity (normalized) is 0.0847. (2) The peptide sequence is IEEIMNIVLI. The MHC is HLA-B40:02 with pseudo-sequence HLA-B40:02. The binding affinity (normalized) is 0.576. (3) The peptide sequence is YRSDIVGTY. The MHC is HLA-A26:01 with pseudo-sequence HLA-A26:01. The binding affinity (normalized) is 0.119. (4) The peptide sequence is YQYPRDTHY. The MHC is HLA-A31:01 with pseudo-sequence HLA-A31:01. The binding affinity (normalized) is 0.0847.